From a dataset of Forward reaction prediction with 1.9M reactions from USPTO patents (1976-2016). Predict the product of the given reaction. Given the reactants [CH3:1][S:2]([C:5]1[CH:6]=[CH:7][C:8]([N+:11]([O-])=O)=[N:9][CH:10]=1)(=[O:4])=[O:3], predict the reaction product. The product is: [CH3:1][S:2]([C:5]1[CH:6]=[CH:7][C:8]([NH2:11])=[N:9][CH:10]=1)(=[O:4])=[O:3].